This data is from Reaction yield outcomes from USPTO patents with 853,638 reactions. The task is: Predict the reaction yield, written as a fraction of the theoretical maximum amount of product (1.0 means a 100% yield; for example, 0.34 means a 34% yield). (1) The reactants are [O:1]=[C:2]1[CH:11]=[CH:10][C:9]2[C:4](=[CH:5][CH:6]=[CH:7][CH:8]=2)[N:3]1[CH2:12][CH2:13][C:14]([O:16]CC)=[O:15].[OH-].[Na+]. The catalyst is C(O)C.O. The product is [O:1]=[C:2]1[CH:11]=[CH:10][C:9]2[C:4](=[CH:5][CH:6]=[CH:7][CH:8]=2)[N:3]1[CH2:12][CH2:13][C:14]([OH:16])=[O:15]. The yield is 0.790. (2) The reactants are [NH2:1][C:2]1[N:6]([C:7]2([C:20](OCC)=[O:21])[CH2:12][CH2:11][N:10]([CH2:13][C:14]3[CH:19]=[CH:18][CH:17]=[CH:16][CH:15]=3)[CH2:9][CH2:8]2)[N:5]=[C:4]([C:25]2[CH:30]=[CH:29][C:28]([O:31][C:32]3[CH:37]=[CH:36][CH:35]=[CH:34][CH:33]=3)=[CH:27][CH:26]=2)[C:3]=1[C:38]#[N:39].[BH4-].[Na+]. The catalyst is CO. The product is [NH2:1][C:2]1[N:6]([C:7]2([CH2:20][OH:21])[CH2:12][CH2:11][N:10]([CH2:13][C:14]3[CH:15]=[CH:16][CH:17]=[CH:18][CH:19]=3)[CH2:9][CH2:8]2)[N:5]=[C:4]([C:25]2[CH:26]=[CH:27][C:28]([O:31][C:32]3[CH:37]=[CH:36][CH:35]=[CH:34][CH:33]=3)=[CH:29][CH:30]=2)[C:3]=1[C:38]#[N:39]. The yield is 0.709. (3) The reactants are [C-]#N.[Na+].C1(C)C=CC=CC=1.C[NH:12][CH2:13][CH2:14]NC.Br[C:18]1[C:27]2[C:22](=[CH:23][CH:24]=[CH:25]C=2)[CH:21]=[CH:20][CH:19]=1. The catalyst is N.[Cu]I. The product is [C:14]1([C:13]#[N:12])[C:27]2[C:22](=[CH:21][CH:20]=[CH:19][CH:18]=2)[CH:23]=[CH:24][CH:25]=1. The yield is 0.940. (4) The reactants are [Br:1][C:2]1[CH:3]=[CH:4][C:5]([O:10][CH3:11])=[C:6]([CH:9]=1)[CH2:7][OH:8].N1C=CN=C1.[Si:17](Cl)([C:20]([CH3:23])([CH3:22])[CH3:21])([CH3:19])[CH3:18].O. The catalyst is CN(C)C=O. The product is [Br:1][C:2]1[CH:3]=[CH:4][C:5]([O:10][CH3:11])=[C:6]([CH:9]=1)[CH2:7][O:8][Si:17]([C:20]([CH3:23])([CH3:22])[CH3:21])([CH3:19])[CH3:18]. The yield is 0.880. (5) The reactants are [C:1]([C:3]1[C:12]([F:13])=[CH:11][C:6]([C:7]([NH:9][CH3:10])=[O:8])=[C:5]([F:14])[CH:4]=1)#N.C(O)=[O:16]. The catalyst is [Ni].O.CO. The product is [F:14][C:5]1[CH:4]=[C:3]([CH:1]=[O:16])[C:12]([F:13])=[CH:11][C:6]=1[C:7]([NH:9][CH3:10])=[O:8]. The yield is 0.740. (6) The reactants are [CH3:1][O:2][C:3]1[CH:4]=[C:5]2[C:10](=[CH:11][C:12]=1[O:13][CH3:14])[N:9]=[CH:8][CH:7]=[C:6]2[O:15][C:16]1[CH:22]=[CH:21][C:19]([NH2:20])=[C:18]([CH3:23])[C:17]=1[CH3:24].C(N(CC)CC)C.ClC(Cl)(O[C:36](=[O:42])OC(Cl)(Cl)Cl)Cl.[CH2:44]([N:46]([C:50]1[CH:55]=[CH:54][CH:53]=[C:52]([CH3:56])[CH:51]=1)[CH2:47][CH2:48][NH2:49])[CH3:45]. The catalyst is C(Cl)(Cl)Cl.O. The product is [CH3:1][O:2][C:3]1[CH:4]=[C:5]2[C:10](=[CH:11][C:12]=1[O:13][CH3:14])[N:9]=[CH:8][CH:7]=[C:6]2[O:15][C:16]1[CH:22]=[CH:21][C:19]([NH:20][C:36]([NH:49][CH2:48][CH2:47][N:46]([CH2:44][CH3:45])[C:50]2[CH:55]=[CH:54][CH:53]=[C:52]([CH3:56])[CH:51]=2)=[O:42])=[C:18]([CH3:23])[C:17]=1[CH3:24]. The yield is 0.680. (7) The reactants are FC(F)(F)C(OC(=O)C(F)(F)F)=O.[Cl:14][C:15]1[CH:20]=[CH:19][C:18]([S:21]([N:24]([CH2:32][CH2:33][C:34](O)=[O:35])[C:25]2[CH:30]=[CH:29][C:28]([Cl:31])=[CH:27][CH:26]=2)(=[O:23])=[O:22])=[CH:17][CH:16]=1. The catalyst is FC(F)(F)C(O)=O. The product is [Cl:31][C:28]1[CH:27]=[C:26]2[C:25](=[CH:30][CH:29]=1)[N:24]([S:21]([C:18]1[CH:17]=[CH:16][C:15]([Cl:14])=[CH:20][CH:19]=1)(=[O:22])=[O:23])[CH2:32][CH2:33][C:34]2=[O:35]. The yield is 0.250. (8) The reactants are [N:1]1([CH:7]2[CH2:12][CH2:11][N:10]([C:13]3[N:18]=[C:17]4[N:19]([C:24]5[C:29]([F:30])=[CH:28][CH:27]=[CH:26][C:25]=5[F:31])[C:20](=[O:23])[NH:21][CH2:22][C:16]4=[C:15](Cl)[N:14]=3)[CH2:9][CH2:8]2)[CH2:6][CH2:5][CH2:4][CH2:3][CH2:2]1.O.C(=O)([O-])[O-].[K+].[K+].[F:40][C:41]1[CH:46]=[CH:45][C:44]([NH:47][C:48](=[O:65])[C:49]2[CH:54]=[CH:53][C:52]([CH3:55])=[C:51](B3OC(C)(C)C(C)(C)O3)[CH:50]=2)=[CH:43][CH:42]=1. The catalyst is O1CCOCC1.C1C=CC([P]([Pd]([P](C2C=CC=CC=2)(C2C=CC=CC=2)C2C=CC=CC=2)([P](C2C=CC=CC=2)(C2C=CC=CC=2)C2C=CC=CC=2)[P](C2C=CC=CC=2)(C2C=CC=CC=2)C2C=CC=CC=2)(C2C=CC=CC=2)C2C=CC=CC=2)=CC=1. The product is [N:1]1([CH:7]2[CH2:12][CH2:11][N:10]([C:13]3[N:14]=[C:15]([C:51]4[CH:50]=[C:49]([CH:54]=[CH:53][C:52]=4[CH3:55])[C:48]([NH:47][C:44]4[CH:45]=[CH:46][C:41]([F:40])=[CH:42][CH:43]=4)=[O:65])[C:16]4[CH2:22][NH:21][C:20](=[O:23])[N:19]([C:24]5[C:29]([F:30])=[CH:28][CH:27]=[CH:26][C:25]=5[F:31])[C:17]=4[N:18]=3)[CH2:9][CH2:8]2)[CH2:6][CH2:5][CH2:4][CH2:3][CH2:2]1. The yield is 0.510. (9) The reactants are [F:1][C:2]1[CH:7]=[CH:6][C:5]([C:8]2[C:12]([CH2:13][O:14][C:15]3[CH:23]=[CH:22][C:18]([C:19]([OH:21])=O)=[CH:17][N:16]=3)=[C:11]([CH3:24])[O:10][N:9]=2)=[CH:4][CH:3]=1.[NH:25]1[CH2:30][CH2:29][S:28](=[O:32])(=[O:31])[CH2:27][CH2:26]1. No catalyst specified. The product is [O:31]=[S:28]1(=[O:32])[CH2:29][CH2:30][N:25]([C:19]([C:18]2[CH:17]=[N:16][C:15]([O:14][CH2:13][C:12]3[C:8]([C:5]4[CH:4]=[CH:3][C:2]([F:1])=[CH:7][CH:6]=4)=[N:9][O:10][C:11]=3[CH3:24])=[CH:23][CH:22]=2)=[O:21])[CH2:26][CH2:27]1. The yield is 0.550. (10) The reactants are [Cl:1][C:2]1[CH:3]=[CH:4][C:5]2[C:6]([N:12]=1)=[N:7][C:8]([NH2:11])=[CH:9][N:10]=2.[CH2:13]([N:15]=[C:16]=[O:17])[CH3:14]. The catalyst is O1CCOCC1. The product is [Cl:1][C:2]1[CH:3]=[CH:4][C:5]2[C:6]([N:12]=1)=[N:7][C:8]([NH:11][C:16]([NH:15][CH2:13][CH3:14])=[O:17])=[CH:9][N:10]=2. The yield is 0.933.